Dataset: Merck oncology drug combination screen with 23,052 pairs across 39 cell lines. Task: Regression. Given two drug SMILES strings and cell line genomic features, predict the synergy score measuring deviation from expected non-interaction effect. (1) Drug 1: O=C(CCCCCCC(=O)Nc1ccccc1)NO. Drug 2: CS(=O)(=O)CCNCc1ccc(-c2ccc3ncnc(Nc4ccc(OCc5cccc(F)c5)c(Cl)c4)c3c2)o1. Cell line: LOVO. Synergy scores: synergy=14.3. (2) Drug 1: O=C(NOCC(O)CO)c1ccc(F)c(F)c1Nc1ccc(I)cc1F. Drug 2: CCC1(O)C(=O)OCc2c1cc1n(c2=O)Cc2cc3c(CN(C)C)c(O)ccc3nc2-1. Cell line: A427. Synergy scores: synergy=30.5. (3) Synergy scores: synergy=-22.5. Cell line: NCIH460. Drug 1: COC1CC2CCC(C)C(O)(O2)C(=O)C(=O)N2CCCCC2C(=O)OC(C(C)CC2CCC(OP(C)(C)=O)C(OC)C2)CC(=O)C(C)C=C(C)C(O)C(OC)C(=O)C(C)CC(C)C=CC=CC=C1C. Drug 2: NC1CCCCC1N.O=C(O)C(=O)O.[Pt+2]. (4) Drug 1: CN(Cc1cnc2nc(N)nc(N)c2n1)c1ccc(C(=O)NC(CCC(=O)O)C(=O)O)cc1. Drug 2: COC1CC2CCC(C)C(O)(O2)C(=O)C(=O)N2CCCCC2C(=O)OC(C(C)CC2CCC(OP(C)(C)=O)C(OC)C2)CC(=O)C(C)C=C(C)C(O)C(OC)C(=O)C(C)CC(C)C=CC=CC=C1C. Synergy scores: synergy=0.439. Cell line: UACC62. (5) Drug 1: CCC1(O)CC2CN(CCc3c([nH]c4ccccc34)C(C(=O)OC)(c3cc4c(cc3OC)N(C)C3C(O)(C(=O)OC)C(OC(C)=O)C5(CC)C=CCN6CCC43C65)C2)C1. Drug 2: Cn1c(=O)n(-c2ccc(C(C)(C)C#N)cc2)c2c3cc(-c4cnc5ccccc5c4)ccc3ncc21. Cell line: EFM192B. Synergy scores: synergy=13.9. (6) Drug 1: CN1C(=O)C=CC2(C)C3CCC4(C)C(NC(=O)OCC(F)(F)F)CCC4C3CCC12. Drug 2: CNC(=O)c1cc(Oc2ccc(NC(=O)Nc3ccc(Cl)c(C(F)(F)F)c3)cc2)ccn1. Cell line: NCIH23. Synergy scores: synergy=3.87. (7) Drug 1: CCc1c2c(nc3ccc(O)cc13)-c1cc3c(c(=O)n1C2)COC(=O)C3(O)CC. Drug 2: CCc1cnn2c(NCc3ccc[n+]([O-])c3)cc(N3CCCCC3CCO)nc12. Cell line: SW620. Synergy scores: synergy=-12.6. (8) Drug 1: CN1C(=O)C=CC2(C)C3CCC4(C)C(NC(=O)OCC(F)(F)F)CCC4C3CCC12. Drug 2: N#Cc1ccc(Cn2cncc2CN2CCN(c3cccc(Cl)c3)C(=O)C2)cc1. Cell line: PA1. Synergy scores: synergy=16.7.